Dataset: Experimentally validated miRNA-target interactions with 360,000+ pairs, plus equal number of negative samples. Task: Binary Classification. Given a miRNA mature sequence and a target amino acid sequence, predict their likelihood of interaction. (1) The miRNA is mmu-miR-7b-5p with sequence UGGAAGACUUGUGAUUUUGUUGUU. The protein sequence of the target gene is METAEKECGALGGLFQAIVNDMKSSYPIWEDFNSKAAKLHSQLRTTVLAAVAFLDAFQKVADMATNTRGATRDIGSALTRMCMRHRSIETKLRQFTNALLESLINPLQERIEDWKKSANQLDKDHAKEYKRARHEIKKKSSDTLKLQKKARKGKGDLQPQLDSALQDVNDMYLLLEETEKQAVRRALIEERGRFCTFITFLQPVVNGELTMLGEITHLQGIIDDLVVLTADPHKLPPASEQVIKDLKGSDYSWSYQTPPSSPSSSNSRKSSMCSLAQPATTRLSSVSSHDSGFVSQDPTY.... Result: 1 (interaction). (2) The miRNA is hsa-miR-4709-3p with sequence UUGAAGAGGAGGUGCUCUGUAGC. The protein sequence of the target gene is MERFVVTAPPARNRSKTALYVTPLDRVTEFGGELHEDGGKLFCTSCNVVLNHVRKSAISDHLKSKTHTKRKAEFEEQNVRKKQRPLTASLQCNSTAQTEKVSVIQDFVKMCLEANIPLEKADHPAVRAFLSRHVKNGGSIPKSDQLRRAYLPDGYENENQLLNSQDC. Result: 1 (interaction).